Task: Regression/Classification. Given a drug SMILES string, predict its toxicity properties. Task type varies by dataset: regression for continuous values (e.g., LD50, hERG inhibition percentage) or binary classification for toxic/non-toxic outcomes (e.g., AMES mutagenicity, cardiotoxicity, hepatotoxicity). Dataset: herg_karim.. Dataset: hERG potassium channel inhibition data for cardiac toxicity prediction from Karim et al. (1) The drug is OC(c1cccnc1)(c1cccnc1)C(c1ccccc1)N1CCCC1. The result is 0 (non-blocker). (2) The compound is Cc1nc2ccccc2n1C1CC2CCC(C1)N2CCC1(c2cccc(F)c2)CCN(C(=O)c2c(F)ccc(NS(C)(=O)=O)c2F)CC1. The result is 0 (non-blocker). (3) The compound is CCn1cc([C@@]2(c3noc(C)n3)N[C@@H](c3nc(-c4ccc(F)cn4)c[nH]3)Cc3c2[nH]c2ccccc32)cn1. The result is 1 (blocker). (4) The compound is COc1ccc(C2CN(CCCC3CCOCC3)CC2CNC(=O)c2cccc(Cl)c2)cc1. The result is 1 (blocker). (5) The molecule is Cn1cc(-c2cnc(Nc3cnc(C#N)cn3)cc2NC[C@@H]2CNCCO2)cn1. The result is 0 (non-blocker). (6) The compound is NC(C(=O)N1CCC(F)(F)C1)C1CCC(NC(=O)c2ccc(F)c(F)c2)CC1. The result is 0 (non-blocker). (7) The drug is Cc1ccc(CCN2CCC(C(=O)c3ccc(Cl)cc3)CC2)cc1. The result is 1 (blocker). (8) The molecule is Cc1nc2ccccc2n1C1CC2CCC(C1)N2CCC1(c2ccccc2)CCN(C(=O)c2cccc(C(=O)O)c2)CC1. The result is 0 (non-blocker).